Task: Predict the product of the given reaction.. Dataset: Forward reaction prediction with 1.9M reactions from USPTO patents (1976-2016) (1) Given the reactants [CH:1]1([C:4]2[N:8]([C:9]3[N:14]=[CH:13][C:12]([NH:15][C:16](=[O:24])[C:17]4[CH:22]=[CH:21][CH:20]=[N:19][C:18]=4[CH3:23])=[CH:11][CH:10]=3)[N:7]=[C:6]([C:25]([F:28])([F:27])[F:26])[CH:5]=2)[CH2:3][CH2:2]1.CC1N=CC=CC=1C(O)=O.[ClH:39], predict the reaction product. The product is: [ClH:39].[CH:1]1([C:4]2[N:8]([C:9]3[N:14]=[CH:13][C:12]([NH:15][C:16](=[O:24])[C:17]4[CH:22]=[CH:21][CH:20]=[N:19][C:18]=4[CH3:23])=[CH:11][CH:10]=3)[N:7]=[C:6]([C:25]([F:28])([F:27])[F:26])[CH:5]=2)[CH2:3][CH2:2]1. (2) Given the reactants [F:1][C:2]1[C:3]([CH2:10][OH:11])=[N:4][CH:5]=[C:6]([O:8][CH3:9])[CH:7]=1.O, predict the reaction product. The product is: [F:1][C:2]1[C:3]([CH:10]=[O:11])=[N:4][CH:5]=[C:6]([O:8][CH3:9])[CH:7]=1. (3) Given the reactants Br[CH2:2][C:3]([N:5]1[CH2:11][CH2:10][CH2:9][N:8]([C:12]2[CH:17]=[CH:16][C:15]([C:18]([O:27]COC)([C:23]([F:26])([F:25])[F:24])[C:19]([F:22])([F:21])[F:20])=[CH:14][C:13]=2[CH2:31][CH2:32][CH3:33])[CH2:7][CH2:6]1)=[O:4].[O:34]1[CH2:39][CH2:38][O:37][C:36]2[CH:40]=[C:41]([C:44]3([CH3:51])[NH:48][C:47](=[O:49])[NH:46][C:45]3=[O:50])[CH:42]=[CH:43][C:35]1=2, predict the reaction product. The product is: [O:34]1[CH2:39][CH2:38][O:37][C:36]2[CH:40]=[C:41]([C:44]3([CH3:51])[NH:48][C:47](=[O:49])[N:46]([CH2:2][C:3]([N:5]4[CH2:11][CH2:10][CH2:9][N:8]([C:12]5[CH:17]=[CH:16][C:15]([C:18]([OH:27])([C:23]([F:25])([F:26])[F:24])[C:19]([F:21])([F:22])[F:20])=[CH:14][C:13]=5[CH2:31][CH2:32][CH3:33])[CH2:7][CH2:6]4)=[O:4])[C:45]3=[O:50])[CH:42]=[CH:43][C:35]1=2. (4) Given the reactants [CH3:1][O:2][C:3]1[CH:35]=[C:34]([O:36][CH3:37])[CH:33]=[CH:32][C:4]=1[CH2:5][N:6]1[C:26]2[C:15]3=[CH:16][C:17]4[CH:18]=[C:19]([CH2:24][OH:25])[N:20]([CH3:23])[C:21]=4[CH:22]=[C:14]3[CH2:13][CH2:12][CH2:11][C:10]=2[C:9]([OH:27])=[C:8]([C:28]([OH:30])=[O:29])[C:7]1=[O:31], predict the reaction product. The product is: [CH3:1][O:2][C:3]1[CH:35]=[C:34]([O:36][CH3:37])[CH:33]=[CH:32][C:4]=1[CH2:5][N:6]1[C:26]2[C:15]3=[CH:16][C:17]4[CH:18]=[C:19]([CH:24]=[O:25])[N:20]([CH3:23])[C:21]=4[CH:22]=[C:14]3[CH2:13][CH2:12][CH2:11][C:10]=2[C:9]([OH:27])=[C:8]([C:28]([OH:30])=[O:29])[C:7]1=[O:31]. (5) Given the reactants BrC1N=[C:4]([OH:25])[C:5]([NH:8][S:9]([C:12]2[CH:13]=[C:14]([CH:22]=[CH:23][CH:24]=2)[C:15]([N:17]([CH2:20][CH3:21])[CH2:18][CH3:19])=[O:16])(=[O:11])=[O:10])=[N:6]C=1.[Cl:26][C:27]1[N:32]=NC(NS(C2C=C(C=CC=2)C(O)=O)(=O)=O)=C(O)[CH:28]=1.BrC1N=C(O)C(NS(C2C=C(C=CC=2)C(O)=O)(=O)=O)=NC=1, predict the reaction product. The product is: [Cl:26][C:27]1[N:32]=[N:6][C:5]([NH:8][S:9]([C:12]2[CH:13]=[C:14]([CH:22]=[CH:23][CH:24]=2)[C:15]([N:17]([CH2:18][CH3:19])[CH2:20][CH3:21])=[O:16])(=[O:10])=[O:11])=[C:4]([OH:25])[CH:28]=1.